From a dataset of Catalyst prediction with 721,799 reactions and 888 catalyst types from USPTO. Predict which catalyst facilitates the given reaction. Reactant: [NH:1]1[C:10]2[C:5](=[CH:6][CH:7]=[CH:8][CH:9]=2)[CH2:4][CH2:3][C:2]1=[O:11].[H-].[Na+].[C:14]([C:18]1[N:23]=[C:22]([N:24]2[CH2:29][CH2:28][N:27]([CH2:30][CH2:31][CH2:32][Cl:33])[CH2:26][CH2:25]2)[CH:21]=[C:20]([C:34]([F:37])([F:36])[F:35])[N:19]=1)([CH3:17])([CH3:16])[CH3:15]. Product: [Cl-:33].[C:14]([C:18]1[N:23]=[C:22]([N:24]2[CH2:29][CH2:28][NH+:27]([CH2:30][CH2:31][CH2:32][N:1]3[C:10]4[C:5](=[CH:6][CH:7]=[CH:8][CH:9]=4)[CH2:4][CH2:3][C:2]3=[O:11])[CH2:26][CH2:25]2)[CH:21]=[C:20]([C:34]([F:35])([F:36])[F:37])[N:19]=1)([CH3:15])([CH3:16])[CH3:17]. The catalyst class is: 9.